This data is from Full USPTO retrosynthesis dataset with 1.9M reactions from patents (1976-2016). The task is: Predict the reactants needed to synthesize the given product. (1) Given the product [CH3:36][C:34]1[C:29]2[NH:30][C:31](=[O:33])[S:32][C:28]=2[CH:27]=[C:26]([O:25][C:21]2[N:22]=[CH:23][N:24]=[C:19]([N:14]3[CH2:13][CH2:12][C:5]4([O:4][C:3](=[O:17])[NH:2][C:7]5[N:8]=[CH:9][CH:10]=[CH:11][C:6]4=5)[CH2:16][CH2:15]3)[CH:20]=2)[CH:35]=1, predict the reactants needed to synthesize it. The reactants are: Cl.[NH:2]1[C:7]2[N:8]=[CH:9][CH:10]=[CH:11][C:6]=2[C:5]2([CH2:16][CH2:15][NH:14][CH2:13][CH2:12]2)[O:4][C:3]1=[O:17].Cl[C:19]1[N:24]=[CH:23][N:22]=[C:21]([O:25][C:26]2[CH:35]=[C:34]([CH3:36])[C:29]3[NH:30][C:31](=[O:33])[S:32][C:28]=3[CH:27]=2)[CH:20]=1.CCN(C(C)C)C(C)C.O. (2) Given the product [F:1][C:2]1[CH:3]=[CH:4][C:5]([CH2:8][C:9]2[CH:18]=[C:17]3[C:12]([C:13]([OH:34])=[C:14]([C:29]([NH:35][CH2:36][CH:37]([OH:40])[CH2:38][CH3:39])=[O:30])[C:15](=[O:28])[N:16]3[CH2:19][CH2:20][N:21]3[CH2:26][CH2:25][CH2:24][CH2:23][C:22]3=[O:27])=[N:11][CH:10]=2)=[CH:6][CH:7]=1, predict the reactants needed to synthesize it. The reactants are: [F:1][C:2]1[CH:7]=[CH:6][C:5]([CH2:8][C:9]2[CH:18]=[C:17]3[C:12]([C:13]([OH:34])=[C:14]([C:29](OCC)=[O:30])[C:15](=[O:28])[N:16]3[CH2:19][CH2:20][N:21]3[CH2:26][CH2:25][CH2:24][CH2:23][C:22]3=[O:27])=[N:11][CH:10]=2)=[CH:4][CH:3]=1.[NH2:35][CH2:36][CH:37]([OH:40])[CH2:38][CH3:39]. (3) Given the product [CH3:1][C:2]1[CH:3]=[CH:4][C:5]([CH2:8][OH:9])=[N:6][CH:7]=1, predict the reactants needed to synthesize it. The reactants are: [CH3:1][C:2]1[CH:3]=[CH:4][C:5]([CH2:8][O:9]C(=O)C)=[N:6][CH:7]=1. (4) Given the product [Br:1][C:2]1[CH:3]=[CH:4][C:5]([O:16][CH2:17][C:18]2[CH:19]=[CH:20][C:21]([Cl:24])=[CH:22][CH:23]=2)=[C:6]([CH2:8][N:9]2[CH2:14][CH2:13][C:12]([C:29]([F:32])([F:31])[F:30])([OH:15])[CH2:11][CH2:10]2)[CH:7]=1, predict the reactants needed to synthesize it. The reactants are: [Br:1][C:2]1[CH:3]=[CH:4][C:5]([O:16][CH2:17][C:18]2[CH:23]=[CH:22][C:21]([Cl:24])=[CH:20][CH:19]=2)=[C:6]([CH2:8][N:9]2[CH2:14][CH2:13][C:12](=[O:15])[CH2:11][CH2:10]2)[CH:7]=1.[Si]([C:29]([F:32])([F:31])[F:30])(C)(C)C.C[N+](C)(C)C.[F-].Cl. (5) Given the product [CH2:33]([O:32][C:28]([C:29]1[N:27]=[C:12]([C:14]2[CH:19]=[CH:18][C:17]([CH:20]([CH3:22])[CH3:21])=[CH:16][CH:15]=2)[C:3]2[C:2](=[CH:7][CH:6]=[C:5]([O:8][CH2:9][C:10]#[CH:11])[CH:4]=2)[N:1]=1)=[O:31])[CH3:34], predict the reactants needed to synthesize it. The reactants are: [NH2:1][C:2]1[CH:7]=[CH:6][C:5]([O:8][CH2:9][C:10]#[CH:11])=[CH:4][C:3]=1[C:12]([C:14]1[CH:19]=[CH:18][C:17]([CH:20]([CH3:22])[CH3:21])=[CH:16][CH:15]=1)=O.C([O-])(=O)C.[NH4+:27].[C:28]([O:32][CH2:33][CH3:34])(=[O:31])[CH:29]=O. (6) Given the product [NH2:17][C:15]1[S:16][CH:11]=[C:10]([CH:7]2[CH2:8][CH2:9][N:4]([C:1](=[O:3])[CH3:2])[CH2:5][CH2:6]2)[N:14]=1, predict the reactants needed to synthesize it. The reactants are: [C:1]([N:4]1[CH2:9][CH2:8][CH:7]([C:10](=O)[CH2:11]Br)[CH2:6][CH2:5]1)(=[O:3])[CH3:2].[NH2:14][C:15]([NH2:17])=[S:16].